This data is from Forward reaction prediction with 1.9M reactions from USPTO patents (1976-2016). The task is: Predict the product of the given reaction. (1) Given the reactants [C:1]1(=[O:8])[CH2:6][CH2:5][CH2:4][C:3](=O)[CH2:2]1.[NH2:9][CH2:10][C:11]([O:13][C:14]([CH3:17])([CH3:16])[CH3:15])=[O:12].O.C1(C)C=CC(S(O)(=O)=O)=CC=1.O, predict the reaction product. The product is: [O:8]=[C:1]1[CH2:6][CH2:5][CH2:4][C:3]([NH:9][CH2:10][C:11]([O:13][C:14]([CH3:17])([CH3:16])[CH3:15])=[O:12])=[CH:2]1. (2) The product is: [CH2:1]([O:4][C:5](=[O:39])[C@@H:6]([NH:31][C:32]([O:34][C:35]([CH3:38])([CH3:37])[CH3:36])=[O:33])[CH2:7][C:8]1[CH:9]=[CH:10][C:11]([O:12][C:13]([NH:15][C@H:16]([C:26]([NH:62][C@H:61]([C:63]([NH2:65])=[O:64])[CH2:60][S:59][C:40]([C:47]2[CH:52]=[CH:51][CH:50]=[CH:49][CH:48]=2)([C:53]2[CH:54]=[CH:55][CH:56]=[CH:57][CH:58]=2)[C:41]2[CH:42]=[CH:43][CH:44]=[CH:45][CH:46]=2)=[O:27])[CH2:17][NH:18][C:19]([O:21][C:22]([CH3:25])([CH3:24])[CH3:23])=[O:20])=[O:14])=[CH:29][CH:30]=1)[CH:2]=[CH2:3]. Given the reactants [CH2:1]([O:4][C:5](=[O:39])[C@@H:6]([NH:31][C:32]([O:34][C:35]([CH3:38])([CH3:37])[CH3:36])=[O:33])[CH2:7][C:8]1[CH:30]=[CH:29][C:11]([O:12][C:13]([NH:15][C@H:16]([C:26](O)=[O:27])[CH2:17][NH:18][C:19]([O:21][C:22]([CH3:25])([CH3:24])[CH3:23])=[O:20])=[O:14])=[CH:10][CH:9]=1)[CH:2]=[CH2:3].[C:40]([S:59][CH2:60][C@@H:61]([C:63]([NH2:65])=[O:64])[NH2:62])([C:53]1[CH:58]=[CH:57][CH:56]=[CH:55][CH:54]=1)([C:47]1[CH:52]=[CH:51][CH:50]=[CH:49][CH:48]=1)[C:41]1[CH:46]=[CH:45][CH:44]=[CH:43][CH:42]=1.C(N(CC)C(C)C)(C)C.CN(C(ON1N=NC2C=CC=NC1=2)=[N+](C)C)C.F[P-](F)(F)(F)(F)F, predict the reaction product. (3) Given the reactants COC1C=CC=C(OC)C=1C1C=CC=CC=1P(C1CCCCC1)C1CCCCC1.[O-]P([O-])([O-])=O.[K+].[K+].[K+].[CH3:38][C:39]1[C:44](B(O)O)=[C:43]([CH3:48])[CH:42]=[C:41]([CH3:49])[C:40]=1[C:50]1[CH:55]=[CH:54][CH:53]=[CH:52][CH:51]=1.[Br:56][C:57]1[C:62](I)=[CH:61][CH:60]=[CH:59][C:58]=1[O:64][CH:65]1[CH2:70][CH2:69][CH2:68][CH2:67][CH2:66]1, predict the reaction product. The product is: [Br:56][C:57]1[C:58]([O:64][CH:65]2[CH2:70][CH2:69][CH2:68][CH2:67][CH2:66]2)=[CH:59][CH:60]=[CH:61][C:62]=1[C:44]1[C:43]([CH3:48])=[CH:42][C:41]([CH3:49])=[C:40]([C:50]2[CH:55]=[CH:54][CH:53]=[CH:52][CH:51]=2)[C:39]=1[CH3:38]. (4) Given the reactants [O:1]=[C:2]1[NH:7][C:6]2[N:8]=[CH:9][CH:10]=[CH:11][C:5]=2[CH2:4][N:3]1[CH2:12][CH:13]1[CH2:18][CH2:17][N:16]([C:19]([O:21][C:22]([CH3:25])([CH3:24])[CH3:23])=[O:20])[CH2:15][CH2:14]1.[F:26][C:27]1[CH:34]=[CH:33][C:32](I)=[CH:31][C:28]=1[C:29]#[N:30], predict the reaction product. The product is: [C:29]([C:28]1[CH:31]=[C:32]([N:7]2[C:6]3[N:8]=[CH:9][CH:10]=[CH:11][C:5]=3[CH2:4][N:3]([CH2:12][CH:13]3[CH2:14][CH2:15][N:16]([C:19]([O:21][C:22]([CH3:25])([CH3:24])[CH3:23])=[O:20])[CH2:17][CH2:18]3)[C:2]2=[O:1])[CH:33]=[CH:34][C:27]=1[F:26])#[N:30]. (5) Given the reactants [CH3:1][O:2][C:3]1[CH:26]=[CH:25][C:6]([CH2:7][N:8]2[C:16]3[C:11](=[CH:12][C:13](/[CH:17]=[C:18]4/[C:19](=[O:24])[NH:20][C:21](=[O:23])[S:22]/4)=[CH:14][CH:15]=3)[CH:10]=[N:9]2)=[C:5]([C:27]([F:30])([F:29])[F:28])[CH:4]=1.Br[CH2:32][CH2:33]Cl.[F:35][C@@H:36]1[CH2:40][CH2:39][NH:38][CH2:37]1, predict the reaction product. The product is: [F:35][C@@H:36]1[CH2:40][CH2:39][N:38]([CH2:32][CH2:33][N:20]2[C:19](=[O:24])/[C:18](=[CH:17]/[C:13]3[CH:12]=[C:11]4[C:16](=[CH:15][CH:14]=3)[N:8]([CH2:7][C:6]3[CH:25]=[CH:26][C:3]([O:2][CH3:1])=[CH:4][C:5]=3[C:27]([F:30])([F:29])[F:28])[N:9]=[CH:10]4)/[S:22][C:21]2=[O:23])[CH2:37]1. (6) Given the reactants [N:1]1[CH:6]=[CH:5][C:4]([C:7]2[S:8][CH:9]=[C:10]([C:12]3[C:13](=[O:24])[NH:14][C:15]4[C:20]([CH:21]=3)=[CH:19][CH:18]=[C:17]([CH:22]=O)[CH:16]=4)[N:11]=2)=[CH:3][CH:2]=1.[NH:25]1[CH2:30][CH2:29][O:28][CH2:27][CH2:26]1, predict the reaction product. The product is: [N:25]1([CH2:22][C:17]2[CH:16]=[C:15]3[C:20]([CH:21]=[C:12]([C:10]4[N:11]=[C:7]([C:4]5[CH:3]=[CH:2][N:1]=[CH:6][CH:5]=5)[S:8][CH:9]=4)[C:13](=[O:24])[NH:14]3)=[CH:19][CH:18]=2)[CH2:30][CH2:29][O:28][CH2:27][CH2:26]1. (7) Given the reactants Cl[CH2:2][CH2:3][CH2:4][C:5]([N:7]1[CH2:12][CH2:11][N:10]([S:13]([CH3:16])(=[O:15])=[O:14])[CH2:9][CH2:8]1)=[O:6].[N-:17]=[N+:18]=[N-:19].[Na+], predict the reaction product. The product is: [N:17]([CH2:2][CH2:3][CH2:4][C:5]([N:7]1[CH2:12][CH2:11][N:10]([S:13]([CH3:16])(=[O:15])=[O:14])[CH2:9][CH2:8]1)=[O:6])=[N+:18]=[N-:19]. (8) Given the reactants C(O[C:6]([N:8]1[CH2:12][C:11](=[N:13][O:14][CH2:15][CH3:16])[CH2:10][C@H:9]1[C:17]([OH:19])=O)=[O:7])(C)(C)C.[Cl:20][C:21]1[CH:31]=[CH:30][C:24]([O:25][CH2:26]C(Cl)=O)=[CH:23][CH:22]=1.[CH2:32]([N:34]1[C:46]2[CH:45]=[CH:44][C:43]([NH2:47])=[CH:42][C:41]=2[C:40]2[C:35]1=[CH:36][CH:37]=[CH:38][CH:39]=2)[CH3:33], predict the reaction product. The product is: [Cl:20][C:21]1[CH:31]=[CH:30][C:24]([O:25][CH2:26][C:6]([N:8]2[CH2:12][C:11](=[N:13][O:14][CH2:15][CH3:16])[CH2:10][C@H:9]2[C:17]([NH:47][C:43]2[CH:44]=[CH:45][C:46]3[N:34]([CH2:32][CH3:33])[C:35]4[C:40]([C:41]=3[CH:42]=2)=[CH:39][CH:38]=[CH:37][CH:36]=4)=[O:19])=[O:7])=[CH:23][CH:22]=1. (9) Given the reactants [Br:1][C:2]1[CH:3]=[C:4]([NH:8][C@H:9]([C:12]2[CH:17]=[CH:16][CH:15]=[CH:14][CH:13]=2)[CH2:10][NH2:11])[CH:5]=[N:6][CH:7]=1.C(N(CC)C(C)C)(C)C.[CH3:27][O:28][CH2:29][CH2:30][S:31](Cl)(=[O:33])=[O:32], predict the reaction product. The product is: [Br:1][C:2]1[CH:3]=[C:4]([NH:8][C@H:9]([C:12]2[CH:17]=[CH:16][CH:15]=[CH:14][CH:13]=2)[CH2:10][NH:11][S:31]([CH2:30][CH2:29][O:28][CH3:27])(=[O:33])=[O:32])[CH:5]=[N:6][CH:7]=1.